Dataset: Forward reaction prediction with 1.9M reactions from USPTO patents (1976-2016). Task: Predict the product of the given reaction. (1) Given the reactants BrC1C=CC(O)=C(C2C=[CH:16][C:15]3[C:10](=[CH:11][CH:12]=[C:13]([C:18]4[N:22]([CH:23]5[CH2:28][CH2:27][CH2:26][CH2:25][CH2:24]5)[C:21]5[CH:29]=[CH:30][C:31]([C:33]([OH:35])=[O:34])=[CH:32][C:20]=5[N:19]=4)[CH:14]=3)[N:9]=2)C=1.[Cl:37][C:38]1[CH:43]=[C:42]([O:44][C:45]2[CH:50]=[CH:49][C:48]([Cl:51])=[CH:47][CH:46]=2)[CH:41]=[CH:40][C:39]=1[C:52](=O)[CH3:53].[OH-].[K+], predict the reaction product. The product is: [Cl:37][C:38]1[CH:43]=[C:42]([O:44][C:45]2[CH:50]=[CH:49][C:48]([Cl:51])=[CH:47][CH:46]=2)[CH:41]=[CH:40][C:39]=1[C:52]1[CH:53]=[CH:16][C:15]2[C:10](=[CH:11][CH:12]=[C:13]([C:18]3[N:22]([CH:23]4[CH2:24][CH2:25][CH2:26][CH2:27][CH2:28]4)[C:21]4[CH:29]=[CH:30][C:31]([C:33]([OH:35])=[O:34])=[CH:32][C:20]=4[N:19]=3)[CH:14]=2)[N:9]=1. (2) The product is: [OH:1][CH:2]([CH3:10])[C@H:3]([CH3:9])[C@@H:4]([C:6]([OH:8])=[O:7])[NH2:5]. Given the reactants [OH:1][C@H:2]([CH3:10])[C@H:3]([CH3:9])[C@@H:4]([C:6]([OH:8])=[O:7])[NH2:5], predict the reaction product. (3) Given the reactants [C:1]([O:5][C:6]([NH:8][C:9]1[CH:14]=[CH:13][C:12]([CH2:15][C:16]([OH:18])=O)=[CH:11][CH:10]=1)=[O:7])([CH3:4])([CH3:3])[CH3:2].[NH2:19][C:20]1[C:21](=[O:30])[N:22]([CH3:29])[C:23](=[O:28])[N:24]([CH3:27])[C:25]=1[NH2:26].Cl.CN(C)CCCN=C=NCC, predict the reaction product. The product is: [C:1]([O:5][C:6](=[O:7])[NH:8][C:9]1[CH:10]=[CH:11][C:12]([CH2:15][C:16](=[O:18])[NH:19][C:20]2[C:21](=[O:30])[N:22]([CH3:29])[C:23](=[O:28])[N:24]([CH3:27])[C:25]=2[NH2:26])=[CH:13][CH:14]=1)([CH3:2])([CH3:3])[CH3:4]. (4) Given the reactants Br[C:2]1[CH:3]=[CH:4][C:5]([N+:8]([O-:10])=[O:9])=[N:6][CH:7]=1.C(=O)([O-])[O-].[Cs+].[Cs+].[N+:17]([C:20]1[CH:21]=[C:22]([OH:26])[CH:23]=[CH:24][CH:25]=1)([O-:19])=[O:18], predict the reaction product. The product is: [N+:8]([C:5]1[CH:4]=[CH:3][C:2]([O:26][C:22]2[CH:23]=[CH:24][CH:25]=[C:20]([N+:17]([O-:19])=[O:18])[CH:21]=2)=[CH:7][N:6]=1)([O-:10])=[O:9]. (5) Given the reactants [C:1]([CH2:4][O:5][C:6]1[CH:23]=[CH:22][C:21]([Cl:24])=[CH:20][C:7]=1[CH2:8][C:9]1[CH:14]=[CH:13][CH:12]=[CH:11][C:10]=1/[CH:15]=[CH:16]/[C:17]([OH:19])=[O:18])([OH:3])=[O:2], predict the reaction product. The product is: [C:1]([CH2:4][O:5][C:6]1[CH:23]=[CH:22][C:21]([Cl:24])=[CH:20][C:7]=1[CH2:8][C:9]1[CH:14]=[CH:13][CH:12]=[CH:11][C:10]=1[CH2:15][CH2:16][C:17]([OH:19])=[O:18])([OH:3])=[O:2]. (6) Given the reactants [F:1][C:2]1[CH:7]=[CH:6][CH:5]=[C:4]([F:8])[C:3]=1[CH2:9][S:10]([C:13]1[CH:14]=[C:15]2[C:19](=[CH:20][CH:21]=1)[NH:18][C:17](=[O:22])[CH2:16]2)(=[O:12])=[O:11].[CH:23]1([NH:26][CH2:27][C@@H:28]2[CH2:32][CH2:31][CH2:30][N:29]2[C:33]([C:35]2[C:36]([CH3:43])=[C:37]([CH:41]=O)[NH:38][C:39]=2[CH3:40])=[O:34])[CH2:25][CH2:24]1, predict the reaction product. The product is: [CH:23]1([NH:26][CH2:27][C@@H:28]2[CH2:32][CH2:31][CH2:30][N:29]2[C:33]([C:35]2[C:36]([CH3:43])=[C:37](/[CH:41]=[C:16]3\[C:17](=[O:22])[NH:18][C:19]4[C:15]\3=[CH:14][C:13]([S:10]([CH2:9][C:3]3[C:2]([F:1])=[CH:7][CH:6]=[CH:5][C:4]=3[F:8])(=[O:12])=[O:11])=[CH:21][CH:20]=4)[NH:38][C:39]=2[CH3:40])=[O:34])[CH2:24][CH2:25]1. (7) Given the reactants [CH3:1][O:2][CH2:3][CH2:4][NH:5][C:6]1[S:7][C:8]([C:17]([OH:19])=O)=[C:9]([C:11]2[CH:16]=[CH:15][CH:14]=[CH:13][CH:12]=2)[N:10]=1.Cl.C[N:22]([CH3:31])CCCN=C=NCC.[OH2:32].O[N:34]1[C:38]2[CH:39]=[CH:40][CH:41]=[CH:42][C:37]=2N=N1.[CH2:43]([N:45](CC)[CH2:46][CH3:47])[CH3:44], predict the reaction product. The product is: [CH3:1][O:2][CH2:3][CH2:4][NH:5][C:6]1[S:7][C:8]([C:17]([N:45]2[CH2:46][CH2:47][N:34]([C:38]3[CH:37]=[C:42]([CH:41]=[CH:40][CH:39]=3)[C:31]([NH2:22])=[O:32])[CH2:44][CH2:43]2)=[O:19])=[C:9]([C:11]2[CH:12]=[CH:13][CH:14]=[CH:15][CH:16]=2)[N:10]=1.